From a dataset of Forward reaction prediction with 1.9M reactions from USPTO patents (1976-2016). Predict the product of the given reaction. (1) Given the reactants [F:1][C:2]1[C:7](I)=[N:6][CH:5]=[CH:4][N:3]=1.[I-].[C:10]([O:14][C:15]([N:17]1[CH2:21][CH2:20][CH:19]([Zn+])[CH2:18]1)=[O:16])([CH3:13])([CH3:12])[CH3:11], predict the reaction product. The product is: [F:1][C:2]1[C:7]([CH:20]2[CH2:19][CH2:18][N:17]([C:15]([O:14][C:10]([CH3:13])([CH3:12])[CH3:11])=[O:16])[CH2:21]2)=[N:6][CH:5]=[CH:4][N:3]=1. (2) Given the reactants [NH2:1][C:2]1[CH:24]=[CH:23][C:5]([O:6][CH2:7][CH2:8][C:9]2[N:14]=[C:13]([NH:15][C:16](=[O:22])[O:17][C:18]([CH3:21])([CH3:20])[CH3:19])[CH:12]=[CH:11][CH:10]=2)=[CH:4][CH:3]=1.[CH3:25][C:26]1[CH:27]=[CH:28][CH:29]=[C:30]([C:42](O)=[O:43])[C:31]=1[C:32]1[CH:37]=[CH:36][C:35]([C:38]([F:41])([F:40])[F:39])=[CH:34][CH:33]=1.ON1C2C=CC=CC=2N=N1.Cl.CN(C)CCCN=C=NCC, predict the reaction product. The product is: [CH3:25][C:26]1[C:31]([C:32]2[CH:37]=[CH:36][C:35]([C:38]([F:39])([F:40])[F:41])=[CH:34][CH:33]=2)=[C:30]([C:42]([NH:1][C:2]2[CH:3]=[CH:4][C:5]([O:6][CH2:7][CH2:8][C:9]3[N:14]=[C:13]([NH:15][C:16](=[O:22])[O:17][C:18]([CH3:21])([CH3:19])[CH3:20])[CH:12]=[CH:11][CH:10]=3)=[CH:23][CH:24]=2)=[O:43])[CH:29]=[CH:28][CH:27]=1. (3) The product is: [CH3:20][C:18]1[NH:17][N:16]=[C:15]([NH:14][C:4]2[N:3]=[C:2]([C:23]3[CH:24]=[CH:25][S:21][CH:22]=3)[C:11]3[C:6]([CH:5]=2)=[CH:7][CH:8]=[C:9]([O:12][CH3:13])[CH:10]=3)[CH:19]=1. Given the reactants Cl[C:2]1[C:11]2[C:6](=[CH:7][CH:8]=[C:9]([O:12][CH3:13])[CH:10]=2)[CH:5]=[C:4]([NH:14][C:15]2[CH:19]=[C:18]([CH3:20])[NH:17][N:16]=2)[N:3]=1.[S:21]1[CH:25]=[CH:24][C:23](B(O)O)=[CH:22]1, predict the reaction product. (4) Given the reactants C[N:2](C)[CH:3]=[C:4]([C:14]1[CH:19]=[CH:18][N:17]=[C:16]([F:20])[CH:15]=1)[C:5]([C:7]1[CH:12]=[CH:11][C:10]([F:13])=[CH:9][CH:8]=1)=O.C[N:23](C)C=C(C1C=CN=CC=1)C(C1C=CC(F)=CC=1)=O, predict the reaction product. The product is: [F:13][C:10]1[CH:11]=[CH:12][C:7]([C:5]2[C:4]([C:14]3[CH:19]=[CH:18][N:17]=[C:16]([F:20])[CH:15]=3)=[CH:3][NH:2][N:23]=2)=[CH:8][CH:9]=1. (5) Given the reactants [NH:1]1[CH2:4][CH2:3][CH2:2]1.[CH3:5][N:6]1[C:10]([C:11](=[O:28])[NH:12][C:13]2[CH:14]=[CH:15][C:16]3[N:17]([N:19]=[C:20]([N:22]4[CH2:27][CH2:26][O:25][CH2:24][CH2:23]4)[N:21]=3)[CH:18]=2)=[C:9]([C:29](O)=[O:30])[CH:8]=[N:7]1, predict the reaction product. The product is: [N:22]1([C:20]2[N:21]=[C:16]3[CH:15]=[CH:14][C:13]([NH:12][C:11]([C:10]4[N:6]([CH3:5])[N:7]=[CH:8][C:9]=4[C:29]([CH:4]4[NH:1][CH2:2][CH2:3]4)=[O:30])=[O:28])=[CH:18][N:17]3[N:19]=2)[CH2:23][CH2:24][O:25][CH2:26][CH2:27]1. (6) Given the reactants Br[C:2]1[CH:7]=[C:6]([Br:8])[N:5]=[C:4]([CH3:9])[C:3]=1[OH:10].[Li]CCCC.O, predict the reaction product. The product is: [Br:8][C:6]1[N:5]=[C:4]([CH3:9])[C:3]([OH:10])=[CH:2][CH:7]=1.